This data is from Experimentally validated miRNA-target interactions with 360,000+ pairs, plus equal number of negative samples. The task is: Binary Classification. Given a miRNA mature sequence and a target amino acid sequence, predict their likelihood of interaction. (1) The miRNA is hsa-miR-6720-5p with sequence UUCCAGCCCUGGUAGGCGCCGCG. The protein sequence of the target gene is MIYTMKKVHALWASVCLLLNLAPAPLNADSEEDEEHTIITDTELPPLKLMHSFCAFKADDGPCKAIMKRFFFNIFTRQCEEFIYGGCEGNQNRFESLEECKKMCTRDNANRIIKTTLQQEKPDFCFLEEDPGICRGYITRYFYNNQTKQCERFKYGGCLGNMNNFETLEECKNICEDGPNGFQVDNYGTQLNAVNNSLTPQSTKVPSLFEFHGPSWCLTPADRGLCRANENRFYYNSVIGKCRPFKYSGCGGNENNFTSKQECLRACKKGFIQRISKGGLIKTKRKRKKQRVKIAYEEIF.... Result: 1 (interaction). (2) The miRNA is rno-miR-543-5p with sequence AAGUUGCCCGCGUGUUUUUCG. The protein sequence of the target gene is MVQQAESSEAESNLPRDALDTEEGEFMACSPVALDESDPDWCKTASGHIKRPMNAFMVWSKIERRKIMEQSPDMHNAEISKRLGKRWKMLKDSEKIPFIREAERLRLKHMADYPDYKYRPRKKPKTDPAAKPSAGQSPDKSAAGAKAAKGPGKKCAKLKAPAGKAGAGKAAQPGDCAAGKAAKCVFLDDDDEDDDEDDELQLRPKPDADDDDDEPAHSHLLPPPTQQQPPQLLRRYSVAKVPASPTLSSAAESPEGASLYDEVRAGGRLYYSFKNITKQQPPPAPPALSPASSRCVSTSS.... Result: 0 (no interaction). (3) The miRNA is hsa-miR-6081 with sequence AGGAGCAGUGCCGGCCAAGGCGCC. The protein sequence of the target gene is MAAPAVSGLSRQVRCFSTSVVRPFAKLVRPPVQVYGIEGRYATALYSAASKQNKLEQVEKELLRVAQILKEPKVAASVLNPYVKRSIKVKSLNDITAKERFSPLTTNLINLLAENGRLSNTQGVVSAFSTMMSVHRGEVPCTVTSASPLEEATLSELKTVLKSFLSQGQVLKLEAKTDPSILGGMIVRIGEKYVDMSVKTKIQKLGRAMREIV. Result: 0 (no interaction). (4) The protein sequence of the target gene is MWKWILTHCASAFPHLPGCCCCFLLLFLVSSFPVTCQALGQDMVSQEATNCSSSSSSFSSPSSAGRHVRSYNHLQGDVRWRRLFSFTKYFLTIEKNGKVSGTKNEDCPYSVLEITSVEIGVVAVKAINSNYYLAMNKKGKLYGSKEFNNDCKLKERIEENGYNTYASFNWQHNGRQMYVALNGKGAPRRGQKTRRKNTSAHFLPMTIQT. Result: 0 (no interaction). The miRNA is mmu-miR-208a-3p with sequence AUAAGACGAGCAAAAAGCUUGU. (5) The miRNA is hsa-miR-4678 with sequence AAGGUAUUGUUCAGACUUAUGA. The protein sequence of the target gene is MQKSCDENEGTPQNTPKADEGHPSEDPPQQAGETLQASGENVREETEGSHRGEPAEPSPEPKEDTPARHLNPEEVIRGVDELERLREEIRRVRNKFVLMHWKQRHSRSRPYPVCFRP. Result: 0 (no interaction). (6) The miRNA is hsa-miR-98-3p with sequence CUAUACAACUUACUACUUUCCC. The protein sequence of the target gene is MGSVSSLISGHSFHSKHCRASQYKLRKSSHLKKLNRYSDGLLRFGFSQDSGHGKSSSKMGKSEDFFYIKVSQKARGSHHPDYTALSSGDLGGQAGVDFDPSTPPKLMPFSNQLEMGSEKGAVRPTAFKPVLPRSGAILHSSPESASHQLHPAPPDKPKEQELKPGLCSGALSDSGRNSMSSLPTHSTSSSYQLDPLVTPVGPTSRFGGSAHNITQGIVLQDSNMMSLKALSFSDGGSKLGHSNKADKGPSCVRSPISTDECSIQELEQKLLEREGALQKLQRSFEEKELASSLAYEERPR.... Result: 0 (no interaction). (7) The miRNA is hsa-miR-3190-5p with sequence UCUGGCCAGCUACGUCCCCA. The protein sequence of the target gene is MLGPQVWSSVRQGLSRSLSRNVGVWASGEGKKVDIAGIYPPVTTPFTATAEVDYGKLEENLHKLGTFPFRGFVVQGSNGEFPFLTSSERLEVVSRVRQAMPKNRLLLAGSGCESTQATVEMTVSMAQVGADAAMVVTPCYYRGRMSSAALIHHYTKVADLSPIPVVLYSVPANTGLDLPVDAVVTLSQHPNIVGMKDSGGDVTRIGLIVHKTRKQDFQVLAGSAGFLMASYALGAVGGVCALANVLGAQVCQLERLCCTGQWEDAQKLQHRLIEPNAAVTRRFGIPGLKKIMDWFGYYGG.... Result: 1 (interaction). (8) The miRNA is mmu-miR-141-5p with sequence CAUCUUCCAGUGCAGUGUUGGA. The protein sequence of the target gene is MSDPRQSQEEKHKLGRASSKFKDPPRIMQSDDYFARKFKAINGNMGPTTSLNASNSNETGGGGPANGTPAVPKMGVRARVSEWPPKKDCSKELTCKALWESRSQTSYESITSVLQNGQSDQSEGQQDEQLDLDFVEAKYTIGDIFVHSPQRGLHPIRQRSNSDVTISDIDAEDVLDQNAVNPNTGAALHREYGSTSSIDRQGLSGENFFAMLRGYRVENYDHKAMVPFGFPEFFRCDPAISPSLHAAAQISRGEFVRISGLDYVDSALLMGRDRDKPFKRRLKSESVETSLFRKLRTVKS.... Result: 0 (no interaction). (9) The miRNA is hsa-miR-374b-3p with sequence CUUAGCAGGUUGUAUUAUCAUU. The protein sequence of the target gene is MALPRLTGALRSFSNVTKQDNYNEEVADLKIKRSKLHEQVLDLGLTWKKIIKFLNEKLEKSKMQSINEDLKDILHAAKQIVGTDNGREAIESGAAFLFMTFHLKDSVGHKETKAIKQMFGPFPSSSATAACNATNRIISHFSQDDLTALVQMTEKEHGDRVFFGKNLAFSFDMHDLDHFDELPINGETQKTISLDYKKFLNEHLQEACTPELKPVEKTNGSFLWCEVEKYLNSTLKEMTEVPRVEDLCCTLYDMLASIKSGDELQDELFELLGPEGLELIEKLLQNRITIVDRFLNSSND.... Result: 0 (no interaction). (10) The miRNA is hsa-miR-6853-3p with sequence UGUUCAUUGGAACCCUGCGCAG. The protein sequence of the target gene is MEREGIWHSTLGETWEPNNWLEGQQDSHLSQVGVTHKETFTEMRVCGGNEFERCSSQDSILDTQQSIPMVKRPHNCNSHGEDATQNSELIKTQRMFVGKKIYECNQCSKTFSQSSSLLKHQRIHTGEKPYKCNVCGKHFIERSSLTVHQRIHTGEKPYKCNECGKAFSQSMNLTVHQRTHTGEKPYQCKECGKAFHKNSSLIQHERIHTGEKPYKCNECGKAFTQSMNLTVHQRTHTGEKPYECNECGKAFSQSMHLIVHQRSHTGEKPYECSQCGKAFSKSSTLTLHQRNHTGEKPYKC.... Result: 0 (no interaction).